Dataset: Full USPTO retrosynthesis dataset with 1.9M reactions from patents (1976-2016). Task: Predict the reactants needed to synthesize the given product. (1) Given the product [C:18]1([CH3:21])[CH:19]=[CH:20][C:15]([NH:14][C:11]([C:8]2[C:6]3[N:7]=[C:2]([Cl:1])[N:3]=[CH:4][C:5]=3[S:10][CH:9]=2)=[O:13])=[CH:16][CH:17]=1, predict the reactants needed to synthesize it. The reactants are: [Cl:1][C:2]1[N:3]=[CH:4][C:5]2[S:10][CH:9]=[C:8]([C:11]([OH:13])=O)[C:6]=2[N:7]=1.[NH2:14][C:15]1[CH:20]=[CH:19][C:18]([CH3:21])=[CH:17][CH:16]=1.CCN(C(C)C)C(C)C.ON1C2N=CC=CC=2N=N1.CN(C(ON1N=NC2C=CC=NC1=2)=[N+](C)C)C.F[P-](F)(F)(F)(F)F. (2) Given the product [CH:1]1[C:2]2[C:17](=[O:18])[C:16]([C:19]([OH:21])=[O:20])=[CH:15][N:14]([CH:22]3[CH2:23][CH2:24]3)[C:3]=2[CH:4]=[C:5]([N:8]2[CH2:9][CH2:10][NH:11][CH2:12][CH2:13]2)[C:6]=1[F:7], predict the reactants needed to synthesize it. The reactants are: [CH:1]1[C:2]2[C:17](=[O:18])[C:16]([C:19]([OH:21])=[O:20])=[CH:15][N:14]([CH:22]3[CH2:24][CH2:23]3)[C:3]=2[CH:4]=[C:5]([N:8]2[CH2:13][CH2:12][NH:11][CH2:10][CH2:9]2)[C:6]=1[F:7].Cl.C(=O)([O-])[O-].[K+].[K+].BrCCCCCCBr. (3) The reactants are: [CH3:1][O:2][CH2:3][CH2:4][O:5][C:6]1[CH:11]=[C:10]2[C:12]([NH:16][C:17]3[CH:22]=[C:21]([C:23]#[CH:24])[CH:20]=[CH:19][CH:18]=3)=[N:13][CH:14]=[N:15][C:9]2=[CH:8][C:7]=1[O:25][CH2:26][CH2:27][O:28][CH3:29].O1CCOC1.[ClH:35]. Given the product [CH3:1][O:2][CH2:3][CH2:4][O:5][C:6]1[CH:11]=[C:10]2[C:12]([NH:16][C:17]3[CH:18]=[CH:19][CH:20]=[C:21]([C:23]#[CH:24])[CH:22]=3)=[N:13][CH:14]=[N:15][C:9]2=[CH:8][C:7]=1[O:25][CH2:26][CH2:27][O:28][CH3:29].[ClH:35], predict the reactants needed to synthesize it. (4) Given the product [Cl:23][C:5]1[C:4]2[C:9](=[CH:10][CH:11]=[C:2]([C:30]([C:29]3[N:25]([CH3:24])[CH:26]=[N:27][CH:28]=3)([C:32]3[CH:33]=[N:34][C:35]([C:38]([F:40])([F:39])[F:41])=[CH:36][CH:37]=3)[OH:31])[CH:3]=2)[N:8]=[C:7]([O:12][CH3:13])[C:6]=1[CH2:14][N:15]1[CH2:18][CH:17]([C:19]([F:22])([F:21])[F:20])[CH2:16]1, predict the reactants needed to synthesize it. The reactants are: Br[C:2]1[CH:3]=[C:4]2[C:9](=[CH:10][CH:11]=1)[N:8]=[C:7]([O:12][CH3:13])[C:6]([CH2:14][N:15]1[CH2:18][CH:17]([C:19]([F:22])([F:21])[F:20])[CH2:16]1)=[C:5]2[Cl:23].[CH3:24][N:25]1[C:29]([C:30]([C:32]2[CH:33]=[N:34][C:35]([C:38]([F:41])([F:40])[F:39])=[CH:36][CH:37]=2)=[O:31])=[CH:28][N:27]=[CH:26]1. (5) Given the product [Cl:1][C:2]1[N:3]=[C:4]([O:30][C:26]2[CH:27]=[CH:28][CH:29]=[C:24]([N+:21]([O-:23])=[O:22])[CH:25]=2)[C:5]2[C:10]([I:11])=[CH:9][N:8]([CH2:12][O:13][CH2:14][CH2:15][Si:16]([CH3:19])([CH3:18])[CH3:17])[C:6]=2[N:7]=1, predict the reactants needed to synthesize it. The reactants are: [Cl:1][C:2]1[N:3]=[C:4](Cl)[C:5]2[C:10]([I:11])=[CH:9][N:8]([CH2:12][O:13][CH2:14][CH2:15][Si:16]([CH3:19])([CH3:18])[CH3:17])[C:6]=2[N:7]=1.[N+:21]([C:24]1[CH:25]=[C:26]([OH:30])[CH:27]=[CH:28][CH:29]=1)([O-:23])=[O:22].C([O-])([O-])=O.[K+].[K+]. (6) Given the product [F:1][C:2]1[CH:3]=[C:4]([NH:8][C:9]2[C:17]3[C:12](=[CH:13][CH:14]=[C:15]([NH2:18])[CH:16]=3)[NH:11][N:10]=2)[CH:5]=[CH:6][CH:7]=1, predict the reactants needed to synthesize it. The reactants are: [F:1][C:2]1[CH:3]=[C:4]([NH:8][C:9]2[C:17]3[C:12](=[CH:13][CH:14]=[C:15]([N+:18]([O-])=O)[CH:16]=3)[NH:11][N:10]=2)[CH:5]=[CH:6][CH:7]=1. (7) Given the product [CH2:1]([C:4]1[C:12]2[O:11][N:10]=[C:9]([CH2:13][CH2:14][C:15]3[N:16]=[C:17]([C:23]4[CH:28]=[CH:27][C:26]([Cl:29])=[CH:25][C:24]=4[Cl:30])[O:18][C:19]=3[CH:20]([CH3:21])[CH3:22])[C:8]=2[CH:7]=[CH:6][C:5]=1[O:31][CH2:32][C:33]([O:35][CH2:36][CH3:37])=[O:34])[CH2:2][CH3:3], predict the reactants needed to synthesize it. The reactants are: [CH2:1]([C:4]1[C:12]2[O:11][N:10]=[C:9]([CH2:13][CH2:14][C:15]3[N:16]=[C:17]([C:23]4[CH:28]=[CH:27][C:26]([Cl:29])=[CH:25][C:24]=4[Cl:30])[O:18][C:19]=3[CH:20]([CH3:22])[CH3:21])[C:8]=2[CH:7]=[CH:6][C:5]=1[O:31][CH2:32][C:33]([O:35][CH2:36][CH3:37])=[O:34])[CH:2]=[CH2:3].